This data is from Forward reaction prediction with 1.9M reactions from USPTO patents (1976-2016). The task is: Predict the product of the given reaction. (1) Given the reactants C([NH:4][C:5]1[N:6]=[C:7]2[CH:12]=[CH:11][C:10]([O:13][C:14]3[CH:15]=[CH:16][C:17]([CH3:30])=[C:18]([NH:20][C:21]([C:23]4[N:27]([CH3:28])[N:26]=[C:25]([CH3:29])[CH:24]=4)=[O:22])[CH:19]=3)=[N:9][N:8]2[CH:31]=1)(=O)C.[ClH:32].C(OCC)(=O)C, predict the reaction product. The product is: [ClH:32].[NH2:4][C:5]1[N:6]=[C:7]2[CH:12]=[CH:11][C:10]([O:13][C:14]3[CH:15]=[CH:16][C:17]([CH3:30])=[C:18]([NH:20][C:21]([C:23]4[N:27]([CH3:28])[N:26]=[C:25]([CH3:29])[CH:24]=4)=[O:22])[CH:19]=3)=[N:9][N:8]2[CH:31]=1. (2) Given the reactants [CH3:1][C:2]1[CH:7]=[C:6]([CH3:8])[CH:5]=[C:4]([CH3:9])[C:3]=1[N:10]=[C:11]=[O:12].[NH2:13][C:14]1[CH:15]=[C:16]([C:35]2[CH:40]=[CH:39][C:38]([O:41][CH3:42])=[C:37]([F:43])[CH:36]=2)[CH:17]=[CH:18][C:19]=1[C:20]([NH:22][C:23]1([C:31]([O:33][CH3:34])=[O:32])[CH2:30][CH2:29][CH2:28][CH2:27][CH2:26][CH2:25][CH2:24]1)=[O:21].CCCCCC.C(OCC)(=O)C, predict the reaction product. The product is: [F:43][C:37]1[CH:36]=[C:35]([C:16]2[CH:17]=[CH:18][C:19]([C:20]([NH:22][C:23]3([C:31]([O:33][CH3:34])=[O:32])[CH2:30][CH2:29][CH2:28][CH2:27][CH2:26][CH2:25][CH2:24]3)=[O:21])=[C:14]([NH:13][C:11]([NH:10][C:3]3[C:2]([CH3:1])=[CH:7][C:6]([CH3:8])=[CH:5][C:4]=3[CH3:9])=[O:12])[CH:15]=2)[CH:40]=[CH:39][C:38]=1[O:41][CH3:42]. (3) Given the reactants CN(C)CCCN=C=[N:8][CH2:9][CH3:10].ON1[C:17]2[CH:18]=C[CH:20]=[CH:21][C:16]=2N=N1.C(N([CH2:27][CH3:28])CC)C.[OH2:29].[CH3:30][N:31]([CH3:34])[CH:32]=[O:33], predict the reaction product. The product is: [CH3:20][C:21]1[CH:16]=[CH:17][CH:18]=[C:27]([CH3:28])[C:30]=1[N:31]1[C:34](=[O:29])[CH2:10][CH2:9][NH:8][C:32]1=[O:33]. (4) Given the reactants [OH-].[Li+].[F:3][C:4]1[CH:9]=[C:8]([F:10])[CH:7]=[CH:6][C:5]=1[C@@H:11]1[CH2:15][N:14]([C:16]([O:18][C:19]([CH3:22])([CH3:21])[CH3:20])=[O:17])[CH2:13][C@H:12]1[C:23]([O:25]C)=[O:24], predict the reaction product. The product is: [C:19]([O:18][C:16]([N:14]1[CH2:15][C@@H:11]([C:5]2[CH:6]=[CH:7][C:8]([F:10])=[CH:9][C:4]=2[F:3])[C@H:12]([C:23]([OH:25])=[O:24])[CH2:13]1)=[O:17])([CH3:22])([CH3:20])[CH3:21]. (5) The product is: [I:29][C:20]1[C:19]([O:22][CH:23]2[CH2:28][CH2:27][CH2:26][CH2:25][O:24]2)=[CH:18][N:17]=[C:16]([O:15][CH3:14])[CH:21]=1. Given the reactants CN(C)CCN(C)C.C([Li])CCC.[CH3:14][O:15][C:16]1[CH:21]=[CH:20][C:19]([O:22][CH:23]2[CH2:28][CH2:27][CH2:26][CH2:25][O:24]2)=[CH:18][N:17]=1.[I:29]I, predict the reaction product.